From a dataset of Forward reaction prediction with 1.9M reactions from USPTO patents (1976-2016). Predict the product of the given reaction. (1) Given the reactants [OH-].[Na+].[Br:3][C:4]1[C:12]2[C:7](=[CH:8][CH:9]=[CH:10][CH:11]=2)[NH:6][C:5]=1[C:13]([O:15][CH2:16][CH3:17])=[O:14].[Cl:18][C:19]1[CH:20]=[C:21]([CH:24]=[CH:25][C:26]=1[Cl:27])[CH2:22]Br, predict the reaction product. The product is: [Br:3][C:4]1[C:12]2[C:7](=[CH:8][CH:9]=[CH:10][CH:11]=2)[N:6]([CH2:22][C:21]2[CH:24]=[CH:25][C:26]([Cl:27])=[C:19]([Cl:18])[CH:20]=2)[C:5]=1[C:13]([O:15][CH2:16][CH3:17])=[O:14]. (2) The product is: [NH2:20][C:16]1[CH:15]=[C:14]([N:4]2[C:5]3=[N:6][C:7]([NH:12][CH3:13])=[N:8][CH:9]=[C:10]3[CH2:11][N:2]([CH3:1])[C:3]2=[O:28])[CH:19]=[CH:18][CH:17]=1. Given the reactants [CH3:1][N:2]1[CH2:11][C:10]2[C:5](=[N:6][C:7]([NH:12][CH3:13])=[N:8][CH:9]=2)[N:4]([C:14]2[CH:15]=[C:16]([NH:20]C(=O)OC(C)(C)C)[CH:17]=[CH:18][CH:19]=2)[C:3]1=[O:28].C(O)(C(F)(F)F)=O, predict the reaction product. (3) Given the reactants [Cl:1][C:2]1[CH:3]=[C:4]([C:8]2[CH:9]=[C:10]3[C:14](=[CH:15][CH:16]=2)[N:13]=[CH:12][C:11]23[CH2:21][CH2:20][CH2:19][CH2:18][CH:17]2N[OH:23])[CH:5]=[CH:6][CH:7]=1.O.[NH2:25]N, predict the reaction product. The product is: [OH-:23].[NH4+:13].[Cl:1][C:2]1[CH:3]=[C:4]([C:8]2[CH:9]=[C:10]3[C:14](=[CH:15][CH:16]=2)[N:13]=[C:12]([NH2:25])[C:11]23[CH2:21][CH2:20][CH2:19][CH2:18][CH2:17]2)[CH:5]=[CH:6][CH:7]=1. (4) Given the reactants [Cl:1][C:2]1[N:3]=[C:4]([N:14]2[CH2:19][CH2:18][O:17][CH2:16][CH2:15]2)[C:5]2[N:11]=[C:10]([CH2:12][OH:13])[CH:9]=[CH:8][C:6]=2[N:7]=1.[Cr](Cl)([O-])(=O)=O.[NH+]1C=CC=CC=1, predict the reaction product. The product is: [Cl:1][C:2]1[N:3]=[C:4]([N:14]2[CH2:15][CH2:16][O:17][CH2:18][CH2:19]2)[C:5]2[N:11]=[C:10]([CH:12]=[O:13])[CH:9]=[CH:8][C:6]=2[N:7]=1. (5) Given the reactants FC(F)(F)C(O)=O.[NH2:8][CH2:9][CH2:10][N:11]1[C:20](=[O:21])[C:19]2[C:14](=[CH:15][CH:16]=[CH:17][CH:18]=2)[N:13]([CH2:22][C:23]([NH:25][C:26]2[CH:31]=[C:30]([Cl:32])[C:29]([O:33][CH3:34])=[CH:28][C:27]=2[O:35][CH3:36])=[O:24])[C:12]1=[O:37].[CH:38]1([C:42](Cl)=[O:43])[CH2:41][CH2:40][CH2:39]1.O.CCOC(C)=O, predict the reaction product. The product is: [Cl:32][C:30]1[C:29]([O:33][CH3:34])=[CH:28][C:27]([O:35][CH3:36])=[C:26]([NH:25][C:23]([CH2:22][N:13]2[C:14]3[C:19](=[CH:18][CH:17]=[CH:16][CH:15]=3)[C:20](=[O:21])[N:11]([CH2:10][CH2:9][NH:8][C:42]([CH:38]3[CH2:41][CH2:40][CH2:39]3)=[O:43])[C:12]2=[O:37])=[O:24])[CH:31]=1. (6) Given the reactants [CH3:1][O:2][C:3](=[O:30])[CH2:4][C:5]1[C:14]([CH3:15])=[C:13]([O:16][C:17]2[C:22](Br)=[CH:21][C:20]([S:24]([CH2:27][CH3:28])(=[O:26])=[O:25])=[CH:19][N:18]=2)[C:12]2[C:7](=[CH:8][CH:9]=[C:10]([F:29])[CH:11]=2)[CH:6]=1.[CH2:31](B(O)O)[CH3:32].P([O-])([O-])([O-])=O.[K+].[K+].[K+].C1(P(C2C=CC=CC=2)C2C=CC=CC=2)C=CC=CC=1, predict the reaction product. The product is: [CH3:1][O:2][C:3](=[O:30])[CH2:4][C:5]1[C:14]([CH3:15])=[C:13]([O:16][C:17]2[C:22]([CH2:31][CH3:32])=[CH:21][C:20]([S:24]([CH2:27][CH3:28])(=[O:26])=[O:25])=[CH:19][N:18]=2)[C:12]2[C:7](=[CH:8][CH:9]=[C:10]([F:29])[CH:11]=2)[CH:6]=1.